This data is from Forward reaction prediction with 1.9M reactions from USPTO patents (1976-2016). The task is: Predict the product of the given reaction. (1) Given the reactants [F:1][C:2]1[CH:7]=[CH:6][C:5]([F:8])=[CH:4][C:3]=1[C:9]1([S:23]([C:26]2[CH:31]=[CH:30][C:29]([CH:32]=O)=[CH:28][CH:27]=2)(=[O:25])=[O:24])[CH2:14][CH2:13][CH:12]([NH:15][S:16]([C:19]([F:22])([F:21])[F:20])(=[O:18])=[O:17])[CH2:11][CH2:10]1.Cl.[NH2:35][OH:36].C([O-])(=O)C.[Na+], predict the reaction product. The product is: [F:1][C:2]1[CH:7]=[CH:6][C:5]([F:8])=[CH:4][C:3]=1[C:9]1([S:23]([C:26]2[CH:31]=[CH:30][C:29]([CH:32]=[N:35][OH:36])=[CH:28][CH:27]=2)(=[O:25])=[O:24])[CH2:14][CH2:13][CH:12]([NH:15][S:16]([C:19]([F:22])([F:21])[F:20])(=[O:18])=[O:17])[CH2:11][CH2:10]1. (2) The product is: [CH2:11]([C:12]1[C:13]2[C:18](=[CH:17][CH:16]=[CH:15][CH:14]=2)[CH:19]=[C:20]([C:23]([OH:25])=[O:24])[C:21]=1[OH:22])[C:10]1[C:4]2[C:5](=[CH:6][CH:1]=[CH:2][CH:3]=2)[CH:7]=[C:8]([C:27]([OH:29])=[O:28])[C:9]=1[OH:26].[Br:30][C:31]1[CH:49]=[N:48][C:34]2[N:35]=[C:36]([N:42]3[CH2:45][CH:44]([NH:46][CH3:47])[CH2:43]3)[C:37]3[N:38]([CH:39]=[N:40][N:41]=3)[C:33]=2[CH:32]=1. Given the reactants [CH:1]1[CH:2]=[CH:3][C:4]2[C:5](=[CH:7][C:8]([C:27]([OH:29])=[O:28])=[C:9]([OH:26])[C:10]=2[CH2:11][C:12]2[C:21]([OH:22])=[C:20]([C:23]([OH:25])=[O:24])[CH:19]=[C:18]3[C:13]=2[CH:14]=[CH:15][CH:16]=[CH:17]3)[CH:6]=1.[Br:30][C:31]1[CH:49]=[N:48][C:34]2[N:35]=[C:36]([N:42]3[CH2:45][CH:44]([NH:46][CH3:47])[CH2:43]3)[C:37]3[N:38]([CH:39]=[N:40][N:41]=3)[C:33]=2[CH:32]=1, predict the reaction product. (3) Given the reactants [C:1]1(=O)[CH2:7][CH2:6][CH2:5][CH2:4][CH2:3][CH2:2]1.C[O:10][C:11](=[O:14])[CH2:12][NH2:13], predict the reaction product. The product is: [CH:1]1([NH:13][CH2:12][C:11]([OH:14])=[O:10])[CH2:7][CH2:6][CH2:5][CH2:4][CH2:3][CH2:2]1. (4) Given the reactants Cl[C:2]1C=C(F)C=[CH:4][C:3]=1[CH2:9][N:10]1[CH2:15][CH2:14][N:13]([C:16]([C:18]2[CH:23]=[CH:22][CH:21]=[C:20]([Cl:24])[C:19]=2[Cl:25])=[O:17])[CH2:12][C:11]1=[O:26].BrCC(C)C, predict the reaction product. The product is: [Cl:25][C:19]1[C:20]([Cl:24])=[CH:21][CH:22]=[CH:23][C:18]=1[C:16]([N:13]1[CH2:14][CH2:15][N:10]([CH2:9][CH:3]([CH3:2])[CH3:4])[C:11](=[O:26])[CH2:12]1)=[O:17].